Task: Predict the product of the given reaction.. Dataset: Forward reaction prediction with 1.9M reactions from USPTO patents (1976-2016) (1) Given the reactants [Li]CCCC.[CH3:6][C:7]#[N:8].[Cl:9][C:10]1[CH:15]=[CH:14][C:13]([C:16]([C:18]2[CH:23]=[CH:22][C:21]([I:24])=[CH:20][CH:19]=2)=[O:17])=[CH:12][CH:11]=1.[NH4+].[Cl-], predict the reaction product. The product is: [Cl:9][C:10]1[CH:11]=[CH:12][C:13]([C:16]([OH:17])([C:18]2[CH:23]=[CH:22][C:21]([I:24])=[CH:20][CH:19]=2)[CH2:6][C:7]#[N:8])=[CH:14][CH:15]=1. (2) The product is: [CH3:19][O:1][C:2]1[C:6]([C:7]([O:9][CH2:10][CH3:11])=[O:8])=[CH:5][N:4]([C:12]([O:14][C:15]([CH3:17])([CH3:16])[CH3:18])=[O:13])[N:3]=1. Given the reactants [OH:1][C:2]1[C:6]([C:7]([O:9][CH2:10][CH3:11])=[O:8])=[CH:5][N:4]([C:12]([O:14][C:15]([CH3:18])([CH3:17])[CH3:16])=[O:13])[N:3]=1.[CH3:19]C#N.C(=O)([O-])[O-].[K+].[K+].IC, predict the reaction product.